From a dataset of Reaction yield outcomes from USPTO patents with 853,638 reactions. Predict the reaction yield, written as a fraction of the theoretical maximum amount of product (1.0 means a 100% yield; for example, 0.34 means a 34% yield). (1) The reactants are Br[C:2]1[CH:3]=[C:4]([NH:16][C:17]([C:19]2[NH:20][C:21]3[C:26]([CH:27]=2)=[CH:25][CH:24]=[C:23]([NH:28][S:29]([CH3:32])(=[O:31])=[O:30])[CH:22]=3)=[O:18])[CH:5]=[C:6]([C:8]2[CH:13]=[CH:12][C:11]([F:14])=[CH:10][C:9]=2[F:15])[CH:7]=1.[CH3:33][O:34][C:35]1[N:40]=[CH:39][C:38](B(O)O)=[CH:37][CH:36]=1.C([O-])([O-])=O.[Na+].[Na+]. The catalyst is C1C=CC([P]([Pd]([P](C2C=CC=CC=2)(C2C=CC=CC=2)C2C=CC=CC=2)([P](C2C=CC=CC=2)(C2C=CC=CC=2)C2C=CC=CC=2)[P](C2C=CC=CC=2)(C2C=CC=CC=2)C2C=CC=CC=2)(C2C=CC=CC=2)C2C=CC=CC=2)=CC=1.COCCOC.O. The product is [F:15][C:9]1[CH:10]=[C:11]([F:14])[CH:12]=[CH:13][C:8]=1[C:6]1[CH:7]=[C:2]([C:38]2[CH:39]=[N:40][C:35]([O:34][CH3:33])=[CH:36][CH:37]=2)[CH:3]=[C:4]([NH:16][C:17]([C:19]2[NH:20][C:21]3[C:26]([CH:27]=2)=[CH:25][CH:24]=[C:23]([NH:28][S:29]([CH3:32])(=[O:31])=[O:30])[CH:22]=3)=[O:18])[CH:5]=1. The yield is 0.130. (2) The reactants are [OH:1][C:2]1[C:3]2[N:4]([C:8]([C:29]3[CH:34]=[CH:33][CH:32]=[CH:31][CH:30]=3)=[C:9]([C:11]3[CH:16]=[CH:15][C:14]([C:17]4([NH:21][C:22](=[O:28])[O:23][C:24]([CH3:27])([CH3:26])[CH3:25])[CH2:20][CH2:19][CH2:18]4)=[CH:13][CH:12]=3)[N:10]=2)[N:5]=[CH:6][CH:7]=1.C(N(CC)CC)C.[F:42][C:43]([F:56])([F:55])[S:44](O[S:44]([C:43]([F:56])([F:55])[F:42])(=[O:46])=[O:45])(=[O:46])=[O:45].O. The catalyst is C(Cl)Cl. The product is [F:42][C:43]([F:56])([F:55])[S:44]([O:1][C:2]1[C:3]2[N:4]([C:8]([C:29]3[CH:30]=[CH:31][CH:32]=[CH:33][CH:34]=3)=[C:9]([C:11]3[CH:12]=[CH:13][C:14]([C:17]4([NH:21][C:22]([O:23][C:24]([CH3:27])([CH3:26])[CH3:25])=[O:28])[CH2:20][CH2:19][CH2:18]4)=[CH:15][CH:16]=3)[N:10]=2)[N:5]=[CH:6][CH:7]=1)(=[O:46])=[O:45]. The yield is 0.340.